Dataset: Forward reaction prediction with 1.9M reactions from USPTO patents (1976-2016). Task: Predict the product of the given reaction. (1) Given the reactants [Br:1][C:2]1[CH:13]=[C:12]([CH3:14])[CH:11]=[CH:10][C:3]=1[C:4](N(C)OC)=O.[H-].[CH2:16]([Al+]CC(C)C)C(C)C.[Cl-].[NH4+:26].S([O-])([O-])(=O)=O.[Na+].[Na+].[CH3:34][OH:35], predict the reaction product. The product is: [Br:1][C:2]1[CH:13]=[C:12]([CH3:14])[CH:11]=[CH:10][C:3]=1[C:4]1[O:35][CH:34]=[N:26][CH:16]=1. (2) Given the reactants [F:1][C:2]1[CH:3]=[C:4]([C:10]2[CH:11]=[C:12]([C:17]([O:19][CH3:20])=[O:18])[C:13](=[O:16])[NH:14][N:15]=2)[CH:5]=[CH:6][C:7]=1[O:8][CH3:9].[Cl:21][C:22]1[CH:31]=[CH:30][C:25]([CH:26]=[CH:27][CH2:28]Cl)=[CH:24][CH:23]=1, predict the reaction product. The product is: [Cl:21][C:22]1[CH:31]=[CH:30][C:25]([CH:26]=[CH:27][CH2:28][N:14]2[C:13](=[O:16])[C:12]([C:17]([O:19][CH3:20])=[O:18])=[CH:11][C:10]([C:4]3[CH:5]=[CH:6][C:7]([O:8][CH3:9])=[C:2]([F:1])[CH:3]=3)=[N:15]2)=[CH:24][CH:23]=1.